From a dataset of Peptide-MHC class I binding affinity with 185,985 pairs from IEDB/IMGT. Regression. Given a peptide amino acid sequence and an MHC pseudo amino acid sequence, predict their binding affinity value. This is MHC class I binding data. (1) The peptide sequence is GYRSKACDM. The MHC is HLA-A01:01 with pseudo-sequence HLA-A01:01. The binding affinity (normalized) is 0.0847. (2) The peptide sequence is ATYTGVFDK. The MHC is HLA-B08:02 with pseudo-sequence HLA-B08:02. The binding affinity (normalized) is 0.0847. (3) The peptide sequence is GLAVDLYAL. The MHC is HLA-A02:01 with pseudo-sequence HLA-A02:01. The binding affinity (normalized) is 0.768. (4) The peptide sequence is LLLLGVVFALV. The MHC is HLA-A02:02 with pseudo-sequence HLA-A02:02. The binding affinity (normalized) is 0.462.